This data is from Full USPTO retrosynthesis dataset with 1.9M reactions from patents (1976-2016). The task is: Predict the reactants needed to synthesize the given product. (1) Given the product [CH:6]1([CH2:5][CH:4]([N:11]2[C:19]3[C:14](=[CH:15][C:16]([CH3:20])=[CH:17][CH:18]=3)[C:13](=[O:21])[C:12]2=[O:22])[C:3]([OH:23])=[O:2])[CH2:10][CH2:9][CH2:8][CH2:7]1, predict the reactants needed to synthesize it. The reactants are: C[O:2][C:3](=[O:23])[CH:4]([N:11]1[C:19]2[C:14](=[CH:15][C:16]([CH3:20])=[CH:17][CH:18]=2)[C:13](=[O:21])[C:12]1=[O:22])[CH2:5][CH:6]1[CH2:10][CH2:9][CH2:8][CH2:7]1.O.[OH-].[Li+]. (2) Given the product [ClH:67].[Br:13][C:14]1[CH:33]=[CH:32][C:17]([NH:18][C:19]2[C:28]3[C:23](=[CH:24][C:25]([O:31][CH2:63][CH2:62][CH2:61][N:58]4[CH2:57][CH2:56][S:55](=[O:65])(=[O:54])[CH2:60][CH2:59]4)=[C:26]([O:29][CH3:30])[CH:27]=3)[N:22]=[CH:21][N:20]=2)=[C:16]([F:34])[CH:15]=1, predict the reactants needed to synthesize it. The reactants are: N(C(OCC)=O)=NC(OCC)=O.[Br:13][C:14]1[CH:33]=[CH:32][C:17]([NH:18][C:19]2[C:28]3[C:23](=[CH:24][C:25]([OH:31])=[C:26]([O:29][CH3:30])[CH:27]=3)[N:22]=[CH:21][N:20]=2)=[C:16]([F:34])[CH:15]=1.C1(P(C2C=CC=CC=2)C2C=CC=CC=2)C=CC=CC=1.[O:54]=[S:55]1(=[O:65])[CH2:60][CH2:59][N:58]([CH2:61][CH2:62][CH2:63]O)[CH2:57][CH2:56]1.C(Cl)[Cl:67]. (3) Given the product [F:1][C:2]1[CH:3]=[CH:4][C:5]([N:8]2[C:16]3[C:11](=[CH:12][C:13]([CH:17]([C:25]4[CH:26]=[CH:27][CH:28]=[CH:29][CH:30]=4)[C:18]([CH3:24])([CH3:23])[C:19]([OH:21])=[O:20])=[CH:14][CH:15]=3)[CH:10]=[N:9]2)=[CH:6][CH:7]=1, predict the reactants needed to synthesize it. The reactants are: [F:1][C:2]1[CH:7]=[CH:6][C:5]([N:8]2[C:16]3[C:11](=[CH:12][C:13]([CH:17]([C:25]4[CH:30]=[CH:29][CH:28]=[CH:27][CH:26]=4)[C:18]([CH3:24])([CH3:23])[C:19]([O:21]C)=[O:20])=[CH:14][CH:15]=3)[CH:10]=[N:9]2)=[CH:4][CH:3]=1.Cl. (4) The reactants are: [CH2:1]([N:3]1[C:11]2[C:6](=[CH:7][C:8]([C:12](=O)[CH2:13][C:14]([O:16]CC)=O)=[CH:9][CH:10]=2)[CH:5]=[N:4]1)[CH3:2].[NH2:20][C:21]1[NH:25][N:24]=[C:23]([CH2:26][CH2:27][CH3:28])[C:22]=1[C:29]#[N:30].CO. Given the product [CH2:1]([N:3]1[C:11]2[C:6](=[CH:7][C:8]([C:12]3[NH:20][C:21]4[N:25]([N:24]=[C:23]([CH2:26][CH2:27][CH3:28])[C:22]=4[C:29]#[N:30])[C:14](=[O:16])[CH:13]=3)=[CH:9][CH:10]=2)[CH:5]=[N:4]1)[CH3:2], predict the reactants needed to synthesize it. (5) Given the product [CH3:28][N:29]1[CH2:34][CH2:33][CH:32]([CH2:35][NH:36][C:2]2[C:3]3[NH:18][N:17]=[CH:16][C:4]=3[N:5]=[C:6]([C:8]([C:10]3[CH:11]=[CH:12][CH:13]=[CH:14][CH:15]=3)=[O:9])[N:7]=2)[CH2:31][CH2:30]1, predict the reactants needed to synthesize it. The reactants are: Cl[C:2]1[C:3]2[C:4](=[CH:16][N:17](CC3C=CC(OC)=CC=3)[N:18]=2)[N:5]=[C:6]([C:8]([C:10]2[CH:15]=[CH:14][CH:13]=[CH:12][CH:11]=2)=[O:9])[N:7]=1.[CH3:28][N:29]1[CH2:34][CH2:33][CH:32]([CH2:35][NH2:36])[CH2:31][CH2:30]1.Cl. (6) Given the product [Br:1][C:2]1[CH:3]=[C:4]2[C:10]([I:11])=[CH:9][N:8]([S:14]([C:17]3[CH:23]=[CH:22][C:20]([CH3:21])=[CH:19][CH:18]=3)(=[O:16])=[O:15])[C:5]2=[N:6][CH:7]=1, predict the reactants needed to synthesize it. The reactants are: [Br:1][C:2]1[CH:3]=[C:4]2[C:10]([I:11])=[CH:9][NH:8][C:5]2=[N:6][CH:7]=1.[H-].[Na+].[S:14](Cl)([C:17]1[CH:23]=[CH:22][C:20]([CH3:21])=[CH:19][CH:18]=1)(=[O:16])=[O:15].C(OCC)(=O)C. (7) Given the product [Br:24][C:16]1[C:17]([O:19][CH3:20])=[CH:18][C:11]2[N:10]([CH2:21][CH3:22])[C:9](=[O:23])[CH:8]([C:6]([O:5][C:1]([CH3:4])([CH3:3])[CH3:2])=[O:7])[CH2:14][CH2:13][C:12]=2[CH:15]=1, predict the reactants needed to synthesize it. The reactants are: [C:1]([O:5][C:6]([CH:8]1[CH2:14][CH2:13][C:12]2[CH:15]=[CH:16][C:17]([O:19][CH3:20])=[CH:18][C:11]=2[N:10]([CH2:21][CH3:22])[C:9]1=[O:23])=[O:7])([CH3:4])([CH3:3])[CH3:2].[Br:24]N1C(=O)CCC1=O. (8) Given the product [CH3:13][O:12][C:9]1[CH:10]=[C:11]2[C:6](=[CH:7][C:8]=1[O:14][CH3:15])[N:5]=[CH:4][CH:3]=[C:2]2[O:25][C:20]1[CH:19]=[CH:18][C:17]([I:16])=[CH:24][C:21]=1[CH:22]=[O:23], predict the reactants needed to synthesize it. The reactants are: Cl[C:2]1[C:11]2[C:6](=[CH:7][C:8]([O:14][CH3:15])=[C:9]([O:12][CH3:13])[CH:10]=2)[N:5]=[CH:4][CH:3]=1.[I:16][C:17]1[CH:24]=[C:21]([CH:22]=[O:23])[C:20]([OH:25])=[CH:19][CH:18]=1.O. (9) Given the product [Br:1][C:2]1[C:10]2[N:9]=[C:8]([C:11]3[CH:12]=[CH:13][C:14]([CH:17]([CH3:19])[CH3:18])=[CH:15][CH:16]=3)[N:7]([CH2:20][CH2:21][O:22][CH3:23])[C:6]=2[C:5]([O:24][CH3:25])=[CH:4][C:3]=1[CH2:26][OH:27], predict the reactants needed to synthesize it. The reactants are: [Br:1][C:2]1[C:10]2[N:9]=[C:8]([C:11]3[CH:16]=[CH:15][C:14]([CH:17]([CH3:19])[CH3:18])=[CH:13][CH:12]=3)[N:7]([CH2:20][CH2:21][O:22][CH3:23])[C:6]=2[C:5]([O:24][CH3:25])=[CH:4][C:3]=1[CH:26]=[O:27].[BH4-].[Na+]. (10) Given the product [CH3:21][O:20][C:19]1[C:11]([CH2:10][C:8]2[NH:7][C:6]3[CH:30]=[CH:31][C:3]([C:1]#[N:2])=[CH:4][C:5]=3[N:9]=2)=[C:12]2[C:16](=[C:17]([CH3:22])[CH:18]=1)[NH:15][CH:14]=[CH:13]2, predict the reactants needed to synthesize it. The reactants are: [C:1]([C:3]1[CH:31]=[CH:30][C:6]2[NH:7][C:8]([CH2:10][C:11]3[C:19]([O:20][CH3:21])=[CH:18][C:17]([CH3:22])=[C:16]4[C:12]=3[CH:13]=[CH:14][N:15]4C(OC(C)(C)C)=O)=[N:9][C:5]=2[CH:4]=1)#[N:2].C([O-])([O-])=O.[Cs+].[Cs+].